From a dataset of Full USPTO retrosynthesis dataset with 1.9M reactions from patents (1976-2016). Predict the reactants needed to synthesize the given product. (1) Given the product [CH2:1]([N:8]1[CH2:26][CH2:25][C:11]2([C:12]3[C:20](=[O:21])[NH:19][C:17](=[O:18])[NH:16][C:13]=3[CH2:14][O:15]2)[CH2:10][CH2:9]1)[C:2]1[CH:3]=[CH:4][CH:5]=[CH:6][CH:7]=1, predict the reactants needed to synthesize it. The reactants are: [CH2:1]([N:8]1[CH2:26][CH2:25][C:11]2([O:15][CH2:14][C:13]([NH:16][C:17]([NH2:19])=[O:18])=[C:12]2[C:20](OCC)=[O:21])[CH2:10][CH2:9]1)[C:2]1[CH:7]=[CH:6][CH:5]=[CH:4][CH:3]=1.[OH-].[Na+].Cl. (2) Given the product [F:1][C:2]([F:20])([F:21])[CH2:3][O:4][C:5]1[CH:13]=[CH:12][C:11]([O:14][CH2:15][C:16]([F:19])([F:18])[F:17])=[CH:10][C:6]=1[C:7]([O:9][CH3:26])=[O:8], predict the reactants needed to synthesize it. The reactants are: [F:1][C:2]([F:21])([F:20])[CH2:3][O:4][C:5]1[CH:13]=[CH:12][C:11]([O:14][CH2:15][C:16]([F:19])([F:18])[F:17])=[CH:10][C:6]=1[C:7]([OH:9])=[O:8].S(Cl)(Cl)=O.[C:26]1(C)C=CC=CC=1. (3) Given the product [CH3:13][O:12][C:11]1[CH:10]=[CH:9][C:8]2[NH:7][C:6](=[O:14])[C:5]3[S:15][CH:16]=[CH:17][C:4]=3[C:3]=2[C:2]=1[C:26]1[CH:27]=[CH:28][C:29]([C@@H:32]([NH:34][C:35](=[O:41])[O:36][C:37]([CH3:40])([CH3:39])[CH3:38])[CH3:33])=[CH:30][CH:31]=1, predict the reactants needed to synthesize it. The reactants are: Br[C:2]1[C:3]2[C:4]3[CH:17]=[CH:16][S:15][C:5]=3[C:6](=[O:14])[NH:7][C:8]=2[CH:9]=[CH:10][C:11]=1[O:12][CH3:13].CC1(C)C(C)(C)OB([C:26]2[CH:31]=[CH:30][C:29]([C@@H:32]([NH:34][C:35](=[O:41])[O:36][C:37]([CH3:40])([CH3:39])[CH3:38])[CH3:33])=[CH:28][CH:27]=2)O1. (4) Given the product [CH2:21]([O:20][C:17]1[N:16]=[CH:15][C:14]([C:11]2[CH:12]=[CH:13][C:8]3[N:7]=[C:31]([C:33]4[S:34][CH:35]=[CH:36][C:37]=4[Cl:38])[CH2:30][C:29](=[O:39])[NH:28][C:9]=3[CH:10]=2)=[CH:19][CH:18]=1)[C:22]1[CH:23]=[CH:24][CH:25]=[CH:26][CH:27]=1, predict the reactants needed to synthesize it. The reactants are: C(OC(=O)[NH:7][C:8]1[CH:13]=[CH:12][C:11]([C:14]2[CH:15]=[N:16][C:17]([O:20][CH2:21][C:22]3[CH:27]=[CH:26][CH:25]=[CH:24][CH:23]=3)=[CH:18][CH:19]=2)=[CH:10][C:9]=1[NH:28][C:29](=[O:39])[CH2:30][C:31]([C:33]1[S:34][CH:35]=[CH:36][C:37]=1[Cl:38])=O)(C)(C)C.C(O)(C(F)(F)F)=O. (5) Given the product [NH2:1][C:2]1[N:3]=[CH:4][C:5]([C:18]2[CH:19]=[CH:20][C:21]([CH2:22][N:23]([CH2:46][CH3:47])[CH:24]3[CH2:29][CH2:28][N:27]([C:30]([O:32][C:33]([CH3:36])([CH3:35])[CH3:34])=[O:31])[C@@H:26]([C:37]([O:39][C:40]([CH3:43])([CH3:42])[CH3:41])=[O:38])[CH2:25]3)=[CH:44][CH:45]=2)=[N:6][C:7]=1[NH:8][CH2:9][C:10]1[C:11]([Cl:17])=[CH:12][CH:13]=[CH:14][C:15]=1[Cl:16], predict the reactants needed to synthesize it. The reactants are: [NH2:1][C:2]1[N:3]=[CH:4][C:5]([C:18]2[CH:45]=[CH:44][C:21]([CH2:22][NH:23][CH:24]3[CH2:29][CH2:28][N:27]([C:30]([O:32][C:33]([CH3:36])([CH3:35])[CH3:34])=[O:31])[C@@H:26]([C:37]([O:39][C:40]([CH3:43])([CH3:42])[CH3:41])=[O:38])[CH2:25]3)=[CH:20][CH:19]=2)=[N:6][C:7]=1[NH:8][CH2:9][C:10]1[C:15]([Cl:16])=[CH:14][CH:13]=[CH:12][C:11]=1[Cl:17].[CH:46](=O)[CH3:47].C(O)(=O)C.CCOC(C)=O. (6) Given the product [C:1]1([P:7]([CH2:12][CH2:13][CH2:14][NH2:15])[CH2:8][CH2:9][CH2:10][NH2:11])[CH:6]=[CH:5][CH:4]=[CH:3][CH:2]=1, predict the reactants needed to synthesize it. The reactants are: [C:1]1([P:7]([CH2:12][CH2:13][C:14]#[N:15])[CH2:8][CH2:9][C:10]#[N:11])[CH:6]=[CH:5][CH:4]=[CH:3][CH:2]=1.[H-].[Al+3].[Li+].[H-].[H-].[H-].C(OCC)C.